This data is from KCNQ2 potassium channel screen with 302,405 compounds. The task is: Binary Classification. Given a drug SMILES string, predict its activity (active/inactive) in a high-throughput screening assay against a specified biological target. (1) The result is 0 (inactive). The drug is Clc1c(NC(=O)COC(=O)c2ccc(O)cc2)cc(S(=O)(=O)N(CC)c2ccccc2)cc1. (2) The molecule is S(Cc1ccc(cc1)C(OC)=O)c1sc(nn1)N. The result is 0 (inactive). (3) The drug is O(c1c(CN2CCC(n3nccc3NC(=O)c3ccccc3)CC2)cccc1)CC=C. The result is 0 (inactive). (4) The drug is Fc1c(/C=C\C(=O)N2CCC(N3CCC(CC3)C(=O)NC3CC3)CC2)cccc1F. The result is 0 (inactive).